The task is: Predict the product of the given reaction.. This data is from Forward reaction prediction with 1.9M reactions from USPTO patents (1976-2016). (1) Given the reactants [CH2:1]([C@@:5]1([CH2:31][CH3:32])[NH:11][C@H:10]([C:12]2[CH:17]=[CH:16][CH:15]=[CH:14][CH:13]=2)[C:9]2[CH:18]=[C:19]([O:27][CH3:28])[C:20]([CH2:22][CH2:23][C:24](O)=[O:25])=[CH:21][C:8]=2[S:7](=[O:30])(=[O:29])[CH2:6]1)[CH2:2][CH2:3][CH3:4].C(Cl)CCl.[NH2:37][CH2:38][CH2:39][S:40]([OH:43])(=[O:42])=[O:41], predict the reaction product. The product is: [CH2:1]([C@@:5]1([CH2:31][CH3:32])[NH:11][C@H:10]([C:12]2[CH:13]=[CH:14][CH:15]=[CH:16][CH:17]=2)[C:9]2[CH:18]=[C:19]([O:27][CH3:28])[C:20]([CH2:22][CH2:23][C:24]([NH:37][CH2:38][CH2:39][S:40]([OH:43])(=[O:42])=[O:41])=[O:25])=[CH:21][C:8]=2[S:7](=[O:29])(=[O:30])[CH2:6]1)[CH2:2][CH2:3][CH3:4]. (2) Given the reactants N(CCCC(OC)=O)=[N+]=[N-].C(C1C=CC(OC)=CC=1)#C.[CH3:21][O:22][C:23]1[CH:28]=[CH:27][C:26]([C:29]2[N:30]=[N:31][N:32]([CH2:34][CH2:35][C:36]([OH:38])=O)[CH:33]=2)=[CH:25][CH:24]=1.[NH2:39][CH2:40][CH2:41][CH2:42][NH:43][C:44]1[C:53]2[C:48](=[CH:49][CH:50]=[CH:51][CH:52]=2)[C:47](=[O:54])[NH:46][N:45]=1.C(Cl)CCl.C(N(CC)CC)C, predict the reaction product. The product is: [CH3:21][O:22][C:23]1[CH:24]=[CH:25][C:26]([C:29]2[N:30]=[N:31][N:32]([CH2:34][CH2:35][C:36]([NH:39][CH2:40][CH2:41][CH2:42][NH:43][C:44]3[C:53]4[C:48](=[CH:49][CH:50]=[CH:51][CH:52]=4)[C:47](=[O:54])[NH:46][N:45]=3)=[O:38])[CH:33]=2)=[CH:27][CH:28]=1.